From a dataset of NCI-60 drug combinations with 297,098 pairs across 59 cell lines. Regression. Given two drug SMILES strings and cell line genomic features, predict the synergy score measuring deviation from expected non-interaction effect. Drug 1: CCN(CC)CCCC(C)NC1=C2C=C(C=CC2=NC3=C1C=CC(=C3)Cl)OC. Drug 2: CN(C(=O)NC(C=O)C(C(C(CO)O)O)O)N=O. Cell line: SF-539. Synergy scores: CSS=3.75, Synergy_ZIP=-4.33, Synergy_Bliss=0.993, Synergy_Loewe=-6.57, Synergy_HSA=-2.35.